From a dataset of Forward reaction prediction with 1.9M reactions from USPTO patents (1976-2016). Predict the product of the given reaction. (1) Given the reactants CC1C(OC2C=C(CC(O)=O)C=C(C(F)(F)F)C=2)=NC=C([S:8](C2C=CC=CC=2)(=O)=O)C=1.[Cl:32][C:33]1[CH:34]=[C:35]([CH2:40][C:41]([OH:43])=[O:42])[CH:36]=[C:37](O)[CH:38]=1, predict the reaction product. The product is: [Cl:32][C:33]1[CH:34]=[C:35]([CH2:40][C:41]([OH:43])=[O:42])[CH:36]=[C:37]([SH:8])[CH:38]=1. (2) Given the reactants [C:1]1([N:7]2[C:12](=S)[C:11]([CH2:14][C:15]3[C:20]([F:21])=[CH:19][CH:18]=[CH:17][C:16]=3[F:22])=[N:10][NH:9][C:8]2=[O:23])[CH:6]=[CH:5][CH:4]=[CH:3][CH:2]=1.[OH:24]O.Cl, predict the reaction product. The product is: [C:1]1([N:7]2[C:12](=[O:24])[C:11]([CH2:14][C:15]3[C:20]([F:21])=[CH:19][CH:18]=[CH:17][C:16]=3[F:22])=[N:10][NH:9][C:8]2=[O:23])[CH:6]=[CH:5][CH:4]=[CH:3][CH:2]=1. (3) The product is: [Cl:33][C:11]1[C:12]([NH:16][C:17]([C:19]2[C:20](=[O:32])[N:21]([C:26]3[CH:27]=[CH:28][CH:29]=[CH:30][CH:31]=3)[N:22]([CH3:25])[C:23]=2[CH3:24])=[O:18])=[CH:13][C:14]([F:15])=[C:9]([CH:10]=1)[O:8][C:6]1[CH:5]=[CH:4][N:3]=[C:2]([NH:1][C:42]([N:51]2[CH2:56][CH2:55][O:54][CH2:53][CH2:52]2)=[O:43])[CH:7]=1. Given the reactants [NH2:1][C:2]1[CH:7]=[C:6]([O:8][C:9]2[C:14]([F:15])=[CH:13][C:12]([NH:16][C:17]([C:19]3[C:20](=[O:32])[N:21]([C:26]4[CH:31]=[CH:30][CH:29]=[CH:28][CH:27]=4)[N:22]([CH3:25])[C:23]=3[CH3:24])=[O:18])=[C:11]([Cl:33])[CH:10]=2)[CH:5]=[CH:4][N:3]=1.CCN(CC)CC.Cl[C:42](OC1C=CC=CC=1)=[O:43].[NH:51]1[CH2:56][CH2:55][O:54][CH2:53][CH2:52]1, predict the reaction product. (4) Given the reactants [CH3:1][C:2]1[S:10][C:9]2[C:4](=[CH:5][CH:6]=[CH:7][CH:8]=2)[CH:3]=1.[O-:11][S:12]([C:15]([F:18])([F:17])[F:16])(=[O:14])=[O:13].[C:19]1([I+]C2C=CC=CC=2)[CH:24]=[CH:23][CH:22]=[CH:21][CH:20]=1.C(OCC)C, predict the reaction product. The product is: [O-:14][S:12]([C:15]([F:18])([F:17])[F:16])(=[O:13])=[O:11].[C:19]1([S+:10]2[C:9]3[CH:8]=[CH:7][CH:6]=[CH:5][C:4]=3[CH:3]=[C:2]2[CH3:1])[CH:24]=[CH:23][CH:22]=[CH:21][CH:20]=1. (5) Given the reactants [N+:1]([O-:4])(O)=[O:2].C(OC(=O)C)(=O)C.[OH:12][C:13]1[C:20]([CH2:21][CH2:22][CH3:23])=[CH:19][CH:18]=[CH:17][C:14]=1[CH:15]=[O:16].C(=O)(O)[O-].[Na+], predict the reaction product. The product is: [OH:12][C:13]1[C:20]([CH2:21][CH2:22][CH3:23])=[CH:19][C:18]([N+:1]([O-:4])=[O:2])=[CH:17][C:14]=1[CH:15]=[O:16]. (6) Given the reactants [O:1]=[C:2]1[NH:7][CH:6]=[N:5][C:4]([CH2:8][C:9]2[N:13]([C:14]3[N:21]=[CH:20][CH:19]=[CH:18][C:15]=3[C:16]#[N:17])[N:12]=[CH:11][CH:10]=2)=[C:3]1[CH2:22][CH2:23][CH3:24].[CH2:25](I)[CH3:26].C([O-])([O-])=O.[K+].[K+], predict the reaction product. The product is: [CH2:25]([O:1][C:2]1[N:7]=[CH:6][N:5]=[C:4]([CH2:8][C:9]2[N:13]([C:14]3[N:21]=[CH:20][CH:19]=[CH:18][C:15]=3[C:16]#[N:17])[N:12]=[CH:11][CH:10]=2)[C:3]=1[CH2:22][CH2:23][CH3:24])[CH3:26]. (7) The product is: [CH3:16][O:15][C:12]1[CH:13]=[C:14]2[C:9]([C:8]([S:17]([C:20]3[CH:21]=[CH:22][C:23]([CH3:26])=[CH:24][CH:25]=3)(=[O:18])=[O:19])=[CH:7][N:6]2[CH2:5][CH2:4][C:3]([OH:27])=[O:2])=[CH:10][CH:11]=1. Given the reactants C[O:2][C:3](=[O:27])[CH2:4][CH2:5][N:6]1[C:14]2[C:9](=[CH:10][CH:11]=[C:12]([O:15][CH3:16])[CH:13]=2)[C:8]([S:17]([C:20]2[CH:25]=[CH:24][C:23]([CH3:26])=[CH:22][CH:21]=2)(=[O:19])=[O:18])=[CH:7]1.[OH-].[K+], predict the reaction product. (8) Given the reactants [Cu](C#N)C#N.[C:6]([Mg]Cl)([CH3:9])([CH3:8])[CH3:7].Br[C:13]1[N:18]=[C:17]([F:19])[C:16]([O:20][Si](C(C)C)(C(C)C)C(C)C)=[CH:15][CH:14]=1, predict the reaction product. The product is: [C:6]([C:13]1[N:18]=[C:17]([F:19])[C:16]([OH:20])=[CH:15][CH:14]=1)([CH3:9])([CH3:8])[CH3:7]. (9) Given the reactants Br[C:2]1[CH:10]=[CH:9][C:8]([O:11][CH3:12])=[C:7]2[C:3]=1[CH:4]=[CH:5][N:6]2[S:13]([C:16]1[CH:21]=[CH:20][CH:19]=[CH:18][CH:17]=1)(=[O:15])=[O:14].[CH2:22](C([Sn])=C(CCCC)CCCC)[CH2:23]CC, predict the reaction product. The product is: [CH:22]([C:2]1[CH:10]=[CH:9][C:8]([O:11][CH3:12])=[C:7]2[C:3]=1[CH:4]=[CH:5][N:6]2[S:13]([C:16]1[CH:21]=[CH:20][CH:19]=[CH:18][CH:17]=1)(=[O:15])=[O:14])=[CH2:23]. (10) The product is: [F:1][C:2]1[C:10]([F:11])=[C:9]2[C:5]([C:6](/[CH:20]=[C:35]3\[O:36][C:32]4[CH:31]=[CH:30][C:29]([NH:28][C:26]([NH:25][CH3:24])=[O:27])=[CH:38][C:33]=4[C:34]\3=[O:37])=[C:7]([C:12]3[C:13]([CH3:19])=[N:14][N:15]([CH3:18])[C:16]=3[CH3:17])[NH:8]2)=[CH:4][C:3]=1[O:22][CH3:23]. Given the reactants [F:1][C:2]1[C:10]([F:11])=[C:9]2[C:5]([C:6]([CH:20]=O)=[C:7]([C:12]3[C:13]([CH3:19])=[N:14][N:15]([CH3:18])[C:16]=3[CH3:17])[NH:8]2)=[CH:4][C:3]=1[O:22][CH3:23].[CH3:24][NH:25][C:26]([NH:28][C:29]1[CH:30]=[CH:31][C:32]2[O:36][CH2:35][C:34](=[O:37])[C:33]=2[CH:38]=1)=[O:27].CCOC(C)=O, predict the reaction product.